This data is from hERG Central: cardiac toxicity at 1µM, 10µM, and general inhibition. The task is: Predict hERG channel inhibition at various concentrations. (1) The molecule is CC(Nc1nc(N2CCNCC2)nc2ccccc12)c1ccccc1. Results: hERG_inhib (hERG inhibition (general)): blocker. (2) The compound is Cl.N=c1n(CCN2CCCCC2)c2ccccc2n1CC(O)COc1ccccc1. Results: hERG_inhib (hERG inhibition (general)): blocker. (3) The molecule is CC(C)OC(=O)CSc1nnc(COc2ccc([N+](=O)[O-])cc2)n1C. Results: hERG_inhib (hERG inhibition (general)): blocker. (4) The drug is Cc1ccc(C)c(CN2CCC(CNC(=O)Nc3ccc(F)c(Cl)c3)CC2)c1. Results: hERG_inhib (hERG inhibition (general)): blocker.